Dataset: Catalyst prediction with 721,799 reactions and 888 catalyst types from USPTO. Task: Predict which catalyst facilitates the given reaction. (1) Reactant: COCCC(NC1C2C(=C(C(OC)=O)C=CC=2)N=CN=1)C1C=CC=C([N+]([O-])=O)C=1.N.[CH3:31][O:32][CH2:33][CH2:34][CH:35]([NH:45][C:46]1[C:55]2[C:50](=[C:51]([C:56]([NH2:58])=[O:57])[CH:52]=[CH:53][CH:54]=2)[N:49]=[CH:48][N:47]=1)[C:36]1[CH:41]=[CH:40][CH:39]=[C:38]([N+:42]([O-])=O)[CH:37]=1. Product: [NH2:42][C:38]1[CH:37]=[C:36]([CH:35]([NH:45][C:46]2[C:55]3[C:50](=[C:51]([C:56]([NH2:58])=[O:57])[CH:52]=[CH:53][CH:54]=3)[N:49]=[CH:48][N:47]=2)[CH2:34][CH2:33][O:32][CH3:31])[CH:41]=[CH:40][CH:39]=1. The catalyst class is: 19. (2) Reactant: [Mg].II.Br[C:5]1[CH:10]=[C:9]([F:11])[CH:8]=[C:7]([F:12])[CH:6]=1.[C@@H:13]12[C:22](=[O:23])[O:21][C:19](=[O:20])[C@@H:14]1[CH2:15][CH2:16][CH2:17][CH2:18]2.S(=O)(=O)(O)O. Product: [F:12][C:7]1[CH:6]=[C:5]([C:22]([C@H:13]2[CH2:18][CH2:17][CH2:16][CH2:15][C@H:14]2[C:19]([OH:21])=[O:20])=[O:23])[CH:10]=[C:9]([F:11])[CH:8]=1. The catalyst class is: 28. (3) Reactant: [CH2:1]([C:3]1[CH:8]=[CH:7][C:6]([C:9]2[N:14]=[C:13]([N:15]([CH3:35])[CH2:16][CH2:17][CH2:18][O:19][C:20]3[CH:21]=[C:22]4[C:26](=[CH:27][CH:28]=3)[C@H:25]([CH2:29][C:30]([O:32]CC)=[O:31])[CH2:24][CH2:23]4)[C:12]([C:36]([F:39])([F:38])[F:37])=[CH:11][CH:10]=2)=[CH:5][CH:4]=1)[CH3:2].[Li+].[OH-].O.[CH2:43]1COC[CH2:44]1. Product: [CH2:43]([CH:29]([C@H:25]1[C:26]2[C:22](=[CH:21][C:20]([O:19][CH2:18][CH2:17][CH2:16][N:15]([C:13]3[C:12]([C:36]([F:37])([F:38])[F:39])=[CH:11][CH:10]=[C:9]([C:6]4[CH:7]=[CH:8][C:3]([CH2:1][CH3:2])=[CH:4][CH:5]=4)[N:14]=3)[CH3:35])=[CH:28][CH:27]=2)[CH2:23][CH2:24]1)[C:30]([OH:32])=[O:31])[CH3:44]. The catalyst class is: 5.